The task is: Predict the product of the given reaction.. This data is from Forward reaction prediction with 1.9M reactions from USPTO patents (1976-2016). (1) Given the reactants [CH2:1]([O:3][C:4](=[O:18])/[CH:5]=[C:6](/[N:13]1[CH2:17][CH2:16][CH2:15][CH2:14]1)\[CH2:7][C@H:8]([CH3:12])/[CH:9]=[CH:10]/[CH3:11])[CH3:2], predict the reaction product. The product is: [CH2:1]([O:3][C:4](=[O:18])/[CH:5]=[C:6](/[N:13]1[CH2:14][CH2:15][CH2:16][CH2:17]1)\[CH2:7][C@@H:8]([CH3:12])/[CH:9]=[CH:10]/[CH3:11])[CH3:2]. (2) The product is: [ClH:25].[C:7]([CH:9]1[CH2:14][CH2:13][CH2:12][N:11]([CH2:15][C@H:16]([O:21][C:33](=[O:34])[NH:32][C:29]2[CH:30]=[CH:31][C:26]([Cl:25])=[CH:27][CH:28]=2)[C:17]([F:18])([F:19])[F:20])[CH2:10]1)(=[O:8])[C:1]1[CH:6]=[CH:5][CH:4]=[CH:3][CH:2]=1. Given the reactants [C:1]1([C:7]([CH:9]2[CH2:14][CH2:13][CH2:12][N:11]([CH2:15][C@H:16]([OH:21])[C:17]([F:20])([F:19])[F:18])[CH2:10]2)=[O:8])[CH:6]=[CH:5][CH:4]=[CH:3][CH:2]=1.C(#N)C.[Cl:25][C:26]1[CH:31]=[CH:30][C:29]([N:32]=[C:33]=[O:34])=[CH:28][CH:27]=1.Cl, predict the reaction product. (3) Given the reactants C(=O)([O-])[O-].[K+].[K+].[CH2:7]([N:9]=[C:10]=[O:11])[CH3:8].[Cl:12][C:13]1[CH:18]=[C:17]([C:19]([F:22])([F:21])[F:20])[CH:16]=[C:15]([Cl:23])[C:14]=1[O:24][C:25]1[CH:29]=[C:28]([CH3:30])[NH:27][N:26]=1.Cl, predict the reaction product. The product is: [CH2:7]([NH:9][C:10]([N:27]1[C:28]([CH3:30])=[CH:29][C:25]([O:24][C:14]2[C:15]([Cl:23])=[CH:16][C:17]([C:19]([F:22])([F:20])[F:21])=[CH:18][C:13]=2[Cl:12])=[N:26]1)=[O:11])[CH3:8]. (4) Given the reactants [Cl:1][C:2]1[CH:7]=[CH:6][C:5]([CH:8]([C:16]2[S:17][CH:18]=[CH:19][N:20]=2)[C:9]2[CH:15]=[CH:14][C:12]([NH2:13])=[CH:11][CH:10]=2)=[CH:4][CH:3]=1.[CH3:21][C:22]1([CH3:30])[O:27][C:26](=[O:28])[CH2:25][C:24](=[O:29])[O:23]1.[CH:31](OCC)(OCC)OCC, predict the reaction product. The product is: [Cl:1][C:2]1[CH:3]=[CH:4][C:5]([CH:8]([C:16]2[S:17][CH:18]=[CH:19][N:20]=2)[C:9]2[CH:15]=[CH:14][C:12]([NH:13][CH:31]=[C:25]3[C:26](=[O:28])[O:27][C:22]([CH3:30])([CH3:21])[O:23][C:24]3=[O:29])=[CH:11][CH:10]=2)=[CH:6][CH:7]=1.